This data is from Catalyst prediction with 721,799 reactions and 888 catalyst types from USPTO. The task is: Predict which catalyst facilitates the given reaction. (1) Reactant: Br[C:2]1[CH:12]=[C:11]([F:13])[C:5]2[O:6][CH2:7][C:8](=[O:10])[NH:9][C:4]=2[CH:3]=1.[CH:14]([O:16]CCCCO)=[CH2:15].C([O-])([O-])=O.[K+].[K+].Cl. The catalyst class is: 136. Product: [C:14]([C:2]1[CH:12]=[C:11]([F:13])[C:5]2[O:6][CH2:7][C:8](=[O:10])[NH:9][C:4]=2[CH:3]=1)(=[O:16])[CH3:15]. (2) Product: [CH3:4][C@@H:3]([CH:2]=[CH2:1])[C@@H:19]([OH:28])[CH2:20][CH2:21][C:22]1[CH:27]=[CH:26][CH:25]=[CH:24][CH:23]=1. Reactant: [CH2:1]([Si]1(Cl)N(C)[C@H](C)[C@@H](C2C=CC=CC=2)O1)/[CH:2]=[CH:3]\[CH3:4].[CH:19](=[O:28])[CH2:20][CH2:21][C:22]1[CH:27]=[CH:26][CH:25]=[CH:24][CH:23]=1.Cl.CCOC(C)=O. The catalyst class is: 11.